This data is from Retrosynthesis with 50K atom-mapped reactions and 10 reaction types from USPTO. The task is: Predict the reactants needed to synthesize the given product. (1) Given the product COC(=O)C(C)(C)NC(=O)c1ccc2ccccc2c1OCc1ccc(OC)nc1, predict the reactants needed to synthesize it. The reactants are: COC(=O)C(C)(C)N.COc1ccc(COc2c(C(=O)O)ccc3ccccc23)cn1. (2) Given the product CSc1nccc(C#CCC(C)C)n1, predict the reactants needed to synthesize it. The reactants are: C#CCC(C)C.CSc1nccc(I)n1.